Dataset: NCI-60 drug combinations with 297,098 pairs across 59 cell lines. Task: Regression. Given two drug SMILES strings and cell line genomic features, predict the synergy score measuring deviation from expected non-interaction effect. (1) Synergy scores: CSS=11.8, Synergy_ZIP=-4.35, Synergy_Bliss=-4.01, Synergy_Loewe=-21.2, Synergy_HSA=-4.68. Cell line: HCT-15. Drug 1: CN(C)N=NC1=C(NC=N1)C(=O)N. Drug 2: C1=NC2=C(N1)C(=S)N=CN2. (2) Drug 1: CN1C(=O)N2C=NC(=C2N=N1)C(=O)N. Drug 2: CC1=C(C(=CC=C1)Cl)NC(=O)C2=CN=C(S2)NC3=CC(=NC(=N3)C)N4CCN(CC4)CCO. Cell line: OVCAR-4. Synergy scores: CSS=1.22, Synergy_ZIP=0.377, Synergy_Bliss=0.564, Synergy_Loewe=-4.31, Synergy_HSA=-4.26. (3) Drug 1: C1=CN(C(=O)N=C1N)C2C(C(C(O2)CO)O)O.Cl. Drug 2: CC(C)(C#N)C1=CC(=CC(=C1)CN2C=NC=N2)C(C)(C)C#N. Cell line: OVCAR3. Synergy scores: CSS=20.0, Synergy_ZIP=-2.39, Synergy_Bliss=2.70, Synergy_Loewe=-5.26, Synergy_HSA=0.891. (4) Drug 1: C1CN(CCN1C(=O)CCBr)C(=O)CCBr. Drug 2: CC1=C(C(=O)C2=C(C1=O)N3CC4C(C3(C2COC(=O)N)OC)N4)N. Cell line: MCF7. Synergy scores: CSS=19.2, Synergy_ZIP=-8.08, Synergy_Bliss=-5.27, Synergy_Loewe=-6.41, Synergy_HSA=-3.75. (5) Drug 1: CS(=O)(=O)C1=CC(=C(C=C1)C(=O)NC2=CC(=C(C=C2)Cl)C3=CC=CC=N3)Cl. Drug 2: CC1C(C(CC(O1)OC2CC(CC3=C2C(=C4C(=C3O)C(=O)C5=C(C4=O)C(=CC=C5)OC)O)(C(=O)C)O)N)O.Cl. Cell line: T-47D. Synergy scores: CSS=26.5, Synergy_ZIP=7.15, Synergy_Bliss=9.42, Synergy_Loewe=0.369, Synergy_HSA=9.52. (6) Drug 1: CC1=C(C=C(C=C1)NC2=NC=CC(=N2)N(C)C3=CC4=NN(C(=C4C=C3)C)C)S(=O)(=O)N.Cl. Drug 2: CC1=C2C(C(=O)C3(C(CC4C(C3C(C(C2(C)C)(CC1OC(=O)C(C(C5=CC=CC=C5)NC(=O)OC(C)(C)C)O)O)OC(=O)C6=CC=CC=C6)(CO4)OC(=O)C)O)C)O. Cell line: OVCAR-8. Synergy scores: CSS=45.5, Synergy_ZIP=4.51, Synergy_Bliss=4.53, Synergy_Loewe=-11.6, Synergy_HSA=3.83. (7) Drug 1: CC1=C2C(C(=O)C3(C(CC4C(C3C(C(C2(C)C)(CC1OC(=O)C(C(C5=CC=CC=C5)NC(=O)OC(C)(C)C)O)O)OC(=O)C6=CC=CC=C6)(CO4)OC(=O)C)OC)C)OC. Drug 2: CS(=O)(=O)C1=CC(=C(C=C1)C(=O)NC2=CC(=C(C=C2)Cl)C3=CC=CC=N3)Cl. Cell line: SF-539. Synergy scores: CSS=55.0, Synergy_ZIP=3.30, Synergy_Bliss=2.86, Synergy_Loewe=-23.5, Synergy_HSA=4.31. (8) Drug 1: CNC(=O)C1=NC=CC(=C1)OC2=CC=C(C=C2)NC(=O)NC3=CC(=C(C=C3)Cl)C(F)(F)F. Drug 2: C1=NNC2=C1C(=O)NC=N2. Cell line: HT29. Synergy scores: CSS=4.39, Synergy_ZIP=-4.20, Synergy_Bliss=-4.88, Synergy_Loewe=-8.59, Synergy_HSA=-5.63. (9) Drug 1: CC(CN1CC(=O)NC(=O)C1)N2CC(=O)NC(=O)C2. Drug 2: CS(=O)(=O)CCNCC1=CC=C(O1)C2=CC3=C(C=C2)N=CN=C3NC4=CC(=C(C=C4)OCC5=CC(=CC=C5)F)Cl. Cell line: OVCAR-4. Synergy scores: CSS=15.0, Synergy_ZIP=-4.65, Synergy_Bliss=0.00722, Synergy_Loewe=1.35, Synergy_HSA=1.10. (10) Drug 1: CC1=C(C=C(C=C1)NC(=O)C2=CC=C(C=C2)CN3CCN(CC3)C)NC4=NC=CC(=N4)C5=CN=CC=C5. Drug 2: C1CN(P(=O)(OC1)NCCCl)CCCl. Cell line: M14. Synergy scores: CSS=-8.54, Synergy_ZIP=9.46, Synergy_Bliss=8.65, Synergy_Loewe=-6.85, Synergy_HSA=-6.27.